Dataset: Full USPTO retrosynthesis dataset with 1.9M reactions from patents (1976-2016). Task: Predict the reactants needed to synthesize the given product. (1) Given the product [NH2:1][C:2]1[C:7]([I:8])=[C:6]([O:9][CH2:10][CH3:11])[CH:5]=[C:4]([CH:3]=1)[CH:12]=[O:13], predict the reactants needed to synthesize it. The reactants are: [NH2:1][C:2]1[CH:3]=[C:4]([CH2:12][OH:13])[CH:5]=[C:6]([O:9][CH2:10][CH3:11])[C:7]=1[I:8]. (2) Given the product [C:29]([C:31]1[CH:32]=[C:33]([NH:42][C:43]([O:44][CH2:45][CH2:46][C:47]2[CH:52]=[CH:51][C:50]([B:25]([OH:27])[OH:26])=[CH:49][C:48]=2[CH3:54])=[O:55])[CH:34]=[CH:35][C:36]=1[S:37]([CH2:40][CH3:41])(=[O:39])=[O:38])#[N:30], predict the reactants needed to synthesize it. The reactants are: C(C1C=C(NC(=O)CCCC2C=CC([B:25]([OH:27])[OH:26])=CC=2)C=CC=1S(CC)(=O)=O)#N.[C:29]([C:31]1[CH:32]=[C:33]([NH:42][C:43](=[O:55])[O:44][CH2:45][CH2:46][C:47]2[CH:52]=[CH:51][C:50](Br)=[CH:49][C:48]=2[CH3:54])[CH:34]=[CH:35][C:36]=1[S:37]([CH2:40][CH3:41])(=[O:39])=[O:38])#[N:30]. (3) Given the product [CH2:18]([C:7]1[CH:12]=[C:11]([C:13]([F:16])([F:15])[F:14])[CH:10]=[C:9]([Cl:17])[N:8]=1)[C:19]1[CH:24]=[CH:23][CH:22]=[CH:21][CH:20]=1, predict the reactants needed to synthesize it. The reactants are: O1CCCC1.Cl[C:7]1[CH:12]=[C:11]([C:13]([F:16])([F:15])[F:14])[CH:10]=[C:9]([Cl:17])[N:8]=1.[CH2:18]([Mg]Cl)[C:19]1[CH:24]=[CH:23][CH:22]=[CH:21][CH:20]=1. (4) Given the product [C:16]([C:18]1[CH:23]=[C:22]([N:7]2[CH:6]=[N:5][C:4]3[C:8]2=[N:9][C:10]([C:12]([F:14])([F:15])[F:13])=[N:11][C:3]=3[CH2:1][CH3:2])[CH:21]=[CH:20][CH:19]=1)#[N:17], predict the reactants needed to synthesize it. The reactants are: [CH2:1]([C:3]1[N:11]=[C:10]([C:12]([F:15])([F:14])[F:13])[N:9]=[C:8]2[C:4]=1[NH:5][CH:6]=[N:7]2)[CH3:2].[C:16]([C:18]1[CH:19]=[C:20](B(O)O)[CH:21]=[CH:22][CH:23]=1)#[N:17].C(N(CC)CC)C.C(#N)C. (5) Given the product [CH3:1][N:2]1[C:6]([C:7]2[CH:19]=[N:18][C:17]3[C:16]4[CH:15]=[CH:14][C:13]([C:20]([O:22][CH3:23])=[O:21])=[C:12]([O:24][CH3:25])[C:11]=4[N:10]([C@H:33]([C:27]4[CH:32]=[CH:31][CH:30]=[CH:29][CH:28]=4)[CH:35]4[CH2:36][CH2:37][O:38][CH2:39][CH2:40]4)[C:9]=3[CH:8]=2)=[C:5]([CH3:26])[N:4]=[N:3]1, predict the reactants needed to synthesize it. The reactants are: [CH3:1][N:2]1[C:6]([C:7]2[CH:19]=[N:18][C:17]3[C:16]4[CH:15]=[CH:14][C:13]([C:20]([O:22][CH3:23])=[O:21])=[C:12]([O:24][CH3:25])[C:11]=4[NH:10][C:9]=3[CH:8]=2)=[C:5]([CH3:26])[N:4]=[N:3]1.[C:27]1([C@@H:33]([CH:35]2[CH2:40][CH2:39][O:38][CH2:37][CH2:36]2)O)[CH:32]=[CH:31][CH:30]=[CH:29][CH:28]=1.C1(P(C2C=CC=CC=2)C2C=CC=CC=2)C=CC=CC=1.CC(OC(/N=N/C(OC(C)C)=O)=O)C. (6) Given the product [NH2:26][C:27]1[C:32]([O:11][CH2:12][CH:13]2[CH2:14][CH2:15][N:16]([C:19]([O:21][C:22]([CH3:23])([CH3:24])[CH3:25])=[O:20])[CH2:17][CH2:18]2)=[CH:31][N:30]=[CH:29][N:28]=1, predict the reactants needed to synthesize it. The reactants are: CC1C=CC(S([O:11][CH2:12][CH:13]2[CH2:18][CH2:17][N:16]([C:19]([O:21][C:22]([CH3:25])([CH3:24])[CH3:23])=[O:20])[CH2:15][CH2:14]2)(=O)=O)=CC=1.[NH2:26][C:27]1[C:32](O)=[CH:31][N:30]=[CH:29][N:28]=1.C([O-])([O-])=O.[Cs+].[Cs+].C(Cl)Cl.CO. (7) Given the product [Cl:16][C:11]1[CH:10]=[CH:9][C:8]([NH:7][C:2](=[O:3])[O:4][CH2:5][CH3:6])=[CH:15][C:12]=1[C:13]#[N:14], predict the reactants needed to synthesize it. The reactants are: Cl[C:2]([O:4][CH2:5][CH3:6])=[O:3].[NH2:7][C:8]1[CH:9]=[CH:10][C:11]([Cl:16])=[C:12]([CH:15]=1)[C:13]#[N:14].N1C=CC=CC=1.O. (8) The reactants are: [CH2:1]([NH:8][C:9]([C:11]1[CH:20]=[CH:19][C:14]([C:15]([O:17]C)=[O:16])=[CH:13][CH:12]=1)=[O:10])[C:2]1[CH:7]=[CH:6][CH:5]=[CH:4][CH:3]=1.[Li+].[OH-]. Given the product [CH2:1]([NH:8][C:9]([C:11]1[CH:12]=[CH:13][C:14]([C:15]([OH:17])=[O:16])=[CH:19][CH:20]=1)=[O:10])[C:2]1[CH:3]=[CH:4][CH:5]=[CH:6][CH:7]=1, predict the reactants needed to synthesize it. (9) Given the product [N:76]([C@@H:18]1[CH2:20][CH2:21][C@@:22]2([CH3:23])[C:16](=[CH:15][CH2:14][C@@H:13]3[C@@H:24]2[CH2:25][CH2:26][C@@:27]2([CH3:28])[C@H:12]3[CH2:11][CH2:10][C@@H:9]2[C@H:7]([CH3:8])[CH2:6][CH2:5][CH2:4][CH:2]([CH3:3])[CH3:1])[CH2:17]1)=[N+:77]=[N-:78], predict the reactants needed to synthesize it. The reactants are: [CH3:1][CH:2]([CH2:4][CH2:5][CH2:6][C@H:7]([C@@H:9]1[C@:27]2([CH3:28])[C@H:12]([C@H:13]3[C@H:24]([CH2:25][CH2:26]2)[C@:22]2([CH3:23])[C:16]([CH2:17][C@H:18]([CH2:20][CH2:21]2)O)=[CH:15][CH2:14]3)[CH2:11][CH2:10]1)[CH3:8])[CH3:3].C1(P(C2C=CC=CC=2)C2C=CC=CC=2)C=CC=CC=1.N(C(OC(C)C)=O)=NC(OC(C)C)=O.C1(P([N:76]=[N+:77]=[N-:78])(C2C=CC=CC=2)=O)C=CC=CC=1. (10) Given the product [N:1]1([CH2:6][CH2:7][C:8]2[CH:9]=[C:10]([CH:13]=[O:14])[NH:11][CH:12]=2)[CH2:5][CH2:4][CH2:3][CH2:2]1, predict the reactants needed to synthesize it. The reactants are: [N:1]1([CH2:6][CH2:7][C:8]2[CH:9]=[C:10]([CH2:13][OH:14])[NH:11][CH:12]=2)[CH2:5][CH2:4][CH2:3][CH2:2]1.